Dataset: Full USPTO retrosynthesis dataset with 1.9M reactions from patents (1976-2016). Task: Predict the reactants needed to synthesize the given product. (1) Given the product [F:39][CH:29]([F:28])[C:30]1[N:31]=[CH:32][C:33]([C:36]([NH:1][C:2]2[CH:3]=[C:4]3[C@@:13]4([CH2:17][O:16][C:15]([NH:18][C:19](=[O:25])[O:20][C:21]([CH3:22])([CH3:24])[CH3:23])=[N:14]4)[C:10]4([CH2:11][CH2:12]4)[C:9]([CH3:27])([CH3:26])[O:8][C:5]3=[CH:6][CH:7]=2)=[O:37])=[N:34][CH:35]=1, predict the reactants needed to synthesize it. The reactants are: [NH2:1][C:2]1[CH:3]=[C:4]2[C@@:13]3([CH2:17][O:16][C:15]([NH:18][C:19](=[O:25])[O:20][C:21]([CH3:24])([CH3:23])[CH3:22])=[N:14]3)[C:10]3([CH2:12][CH2:11]3)[C:9]([CH3:27])([CH3:26])[O:8][C:5]2=[CH:6][CH:7]=1.[F:28][CH:29]([F:39])[C:30]1[N:31]=[CH:32][C:33]([C:36](O)=[O:37])=[N:34][CH:35]=1.N1(O)C2C=CC=CC=2N=N1.Cl.CN(C)CCCN=C=NCC. (2) The reactants are: [CH3:1][O:2][C:3]1[CH:4]=[C:5]2[C:10](=[CH:11][C:12]=1[O:13][CH3:14])[N:9]=[CH:8][N:7]=[C:6]2[O:15][C:16]1[CH:22]=[CH:21][C:19]([NH2:20])=[CH:18][CH:17]=1.Cl[C:24](Cl)([O:26]C(=O)OC(Cl)(Cl)Cl)Cl.[CH3:35][N:36]1[CH2:41][CH2:40][N:39]([CH2:42][CH2:43][CH:44]([OH:48])[CH2:45][CH2:46][CH3:47])[CH2:38][CH2:37]1.C(=O)(O)[O-].[Na+]. Given the product [CH3:1][O:2][C:3]1[CH:4]=[C:5]2[C:10](=[CH:11][C:12]=1[O:13][CH3:14])[N:9]=[CH:8][N:7]=[C:6]2[O:15][C:16]1[CH:22]=[CH:21][C:19]([NH:20][C:24](=[O:26])[O:48][CH:44]([CH2:43][CH2:42][N:39]2[CH2:40][CH2:41][N:36]([CH3:35])[CH2:37][CH2:38]2)[CH2:45][CH2:46][CH3:47])=[CH:18][CH:17]=1, predict the reactants needed to synthesize it.